Predict the reactants needed to synthesize the given product. From a dataset of Full USPTO retrosynthesis dataset with 1.9M reactions from patents (1976-2016). (1) Given the product [F:11][C:12]([F:23])([F:22])[C:13]([NH:1][C@H:2]1[C:10]2[C:5](=[CH:6][CH:7]=[CH:8][CH:9]=2)[CH2:4][CH2:3]1)=[O:14], predict the reactants needed to synthesize it. The reactants are: [NH2:1][C@H:2]1[C:10]2[C:5](=[CH:6][CH:7]=[CH:8][CH:9]=2)[CH2:4][CH2:3]1.[F:11][C:12]([F:23])([F:22])[C:13](O[C:13](=[O:14])[C:12]([F:23])([F:22])[F:11])=[O:14]. (2) Given the product [C:51]1([S:48]([C:44]2[CH:45]=[N:46][C:47]3[C:42]([CH:43]=2)=[CH:41][CH:40]=[CH:39][C:38]=3[N:12]2[CH2:13][CH:7]3[CH:11]2[CH2:10][N:9]([C:14]([O:16][CH2:17][C:18]2[CH:23]=[CH:22][CH:21]=[CH:20][CH:19]=2)=[O:15])[CH2:8]3)(=[O:50])=[O:49])[CH:56]=[CH:55][CH:54]=[CH:53][CH:52]=1, predict the reactants needed to synthesize it. The reactants are: CC(C)([O-])C.[Na+].[C@@H:7]12[CH2:13][NH:12][C@@H:11]1[CH2:10][N:9]([C:14]([O:16][CH2:17][C:18]1[CH:23]=[CH:22][CH:21]=[CH:20][CH:19]=1)=[O:15])[CH2:8]2.C(P(C(C)(C)C)C(C)(C)C)(C)(C)C.I[C:38]1[CH:39]=[CH:40][CH:41]=[C:42]2[C:47]=1[N:46]=[CH:45][C:44]([S:48]([C:51]1[CH:56]=[CH:55][CH:54]=[CH:53][CH:52]=1)(=[O:50])=[O:49])=[CH:43]2. (3) The reactants are: [CH3:1][C@H:2]1[CH2:7][CH2:6][C@H:5]([C:8](Cl)=[O:9])[CH2:4][CH2:3]1.[F:11][C:12]1[CH:17]=[CH:16][C:15]([C:18]2[S:22][C:21]([NH:23][CH:24]3[CH2:29][CH2:28][O:27][CH2:26][CH2:25]3)=[C:20]([C:30]([O:32][CH3:33])=[O:31])[CH:19]=2)=[CH:14][CH:13]=1.C(N(C(C)C)CC)(C)C.C(=O)([O-])[O-].[Na+].[Na+]. Given the product [F:11][C:12]1[CH:13]=[CH:14][C:15]([C:18]2[S:22][C:21]([N:23]([C:8]([C@H:5]3[CH2:6][CH2:7][C@H:2]([CH3:1])[CH2:3][CH2:4]3)=[O:9])[CH:24]3[CH2:29][CH2:28][O:27][CH2:26][CH2:25]3)=[C:20]([C:30]([O:32][CH3:33])=[O:31])[CH:19]=2)=[CH:16][CH:17]=1, predict the reactants needed to synthesize it. (4) Given the product [Cl:5][S:1]([C:12]1[CH:11]=[CH:10][C:9]([C:15]2[CH:20]=[CH:19][C:18]([C:21]3[CH:22]=[CH:23][C:24]([S:1]([Cl:5])(=[O:4])=[O:3])=[CH:25][CH:26]=3)=[CH:17][CH:16]=2)=[CH:14][CH:13]=1)(=[O:4])=[O:3], predict the reactants needed to synthesize it. The reactants are: [S:1]([Cl:5])(=[O:4])(=[O:3])O.C(Cl)Cl.[C:9]1([C:15]2[CH:20]=[CH:19][C:18]([C:21]3[CH:26]=[CH:25][CH:24]=[CH:23][CH:22]=3)=[CH:17][CH:16]=2)[CH:14]=[CH:13][CH:12]=[CH:11][CH:10]=1.C(Cl)(Cl)Cl. (5) Given the product [C:8]1([C@@H:3]([NH:2][C:23](=[O:24])[C:22]([F:33])([F:32])[F:21])[C:4]([O:6][CH3:7])=[O:5])[CH:13]=[CH:12][CH:11]=[CH:10][CH:9]=1, predict the reactants needed to synthesize it. The reactants are: Cl.[NH2:2][C@H:3]([C:8]1[CH:13]=[CH:12][CH:11]=[CH:10][CH:9]=1)[C:4]([O:6][CH3:7])=[O:5].CCN(CC)CC.[F:21][C:22]([F:33])([F:32])[C:23](O[C:23](=[O:24])[C:22]([F:33])([F:32])[F:21])=[O:24]. (6) The reactants are: [OH:1]OS([O-])=O.[K+].C([O-])(=O)C.[O-2:11].[Na+].[C:13]([C:17]1[CH:22]=[CH:21][C:20]([S:23][C:24]2[S:32][C:31]3[CH:30]=[CH:29][N:28]=[C:27]([N:33]4[CH2:38][CH2:37][NH:36][CH2:35][CH2:34]4)[C:26]=3[CH:25]=2)=[CH:19][CH:18]=1)([CH3:16])([CH3:15])[CH3:14].[Cl:39]CCl. Given the product [ClH:39].[C:13]([C:17]1[CH:22]=[CH:21][C:20]([S:23]([C:24]2[S:32][C:31]3[CH:30]=[CH:29][N:28]=[C:27]([N:33]4[CH2:38][CH2:37][NH:36][CH2:35][CH2:34]4)[C:26]=3[CH:25]=2)(=[O:1])=[O:11])=[CH:19][CH:18]=1)([CH3:16])([CH3:14])[CH3:15], predict the reactants needed to synthesize it.